This data is from Forward reaction prediction with 1.9M reactions from USPTO patents (1976-2016). The task is: Predict the product of the given reaction. (1) Given the reactants COC(=O)[C:4]1[CH:9]=[CH:8][C:7]([OH:10])=[CH:6][N:5]=1.Br[C:13]1[CH2:17][CH:16](C2C=CC(OC(F)(F)F)=CC=2)[O:15][N:14]=1.C(=O)([O-])O.[Cs+].O1C=CCN1, predict the reaction product. The product is: [N:5]1[CH:4]=[CH:9][CH:8]=[C:7]([O:10][C:13]2[CH2:17][CH2:16][O:15][N:14]=2)[CH:6]=1. (2) Given the reactants Br[C:2]1[CH:3]=[C:4]([CH3:12])[C:5]([CH3:11])=[C:6]([CH:10]=1)[C:7]([OH:9])=[O:8].[F:13][C:14]1[CH:15]=[C:16](B(O)O)[CH:17]=[CH:18][C:19]=1[F:20].C([O-])([O-])=O.[Na+].[Na+].CN(C=O)C, predict the reaction product. The product is: [F:13][C:14]1[CH:15]=[C:16]([C:2]2[CH:3]=[C:4]([CH3:12])[C:5]([CH3:11])=[C:6]([CH:10]=2)[C:7]([OH:9])=[O:8])[CH:17]=[CH:18][C:19]=1[F:20]. (3) Given the reactants Br[C:2]1[CH:3]=[C:4]2[C:8](=[CH:9][CH:10]=1)[NH:7][N:6]=[C:5]2[CH3:11].[B:12]1([B:12]2[O:16][C:15]([CH3:18])([CH3:17])[C:14]([CH3:20])([CH3:19])[O:13]2)[O:16][C:15]([CH3:18])([CH3:17])[C:14]([CH3:20])([CH3:19])[O:13]1.C(O[K])(C)=O, predict the reaction product. The product is: [CH3:11][C:5]1[C:4]2[C:8](=[CH:9][CH:10]=[C:2]([B:12]3[O:16][C:15]([CH3:18])([CH3:17])[C:14]([CH3:20])([CH3:19])[O:13]3)[CH:3]=2)[NH:7][N:6]=1. (4) Given the reactants C1(C)C=CC=CC=1.[CH2:8]([N:10](CC)CC)C.[C:15](Cl)(=[O:17])[CH3:16].Cl.[NH2:20][C:21]1[N:26]2[N:27]=NC=[C:25]2[N:24]=[C:23]([Cl:30])[C:22]=1[C:31]1[C:36]([F:37])=[CH:35][C:34]([F:38])=[CH:33][C:32]=1[F:39], predict the reaction product. The product is: [Cl:30][C:23]1[C:22]([C:31]2[C:32]([F:39])=[CH:33][C:34]([F:38])=[CH:35][C:36]=2[F:37])=[C:21]([NH:20][C:15](=[O:17])[CH3:16])[N:26]2[N:27]=[CH:8][N:10]=[C:25]2[N:24]=1.